From a dataset of Forward reaction prediction with 1.9M reactions from USPTO patents (1976-2016). Predict the product of the given reaction. The product is: [CH:20]([C:22]1[O:23][CH:24]=[CH:25][C:26]=1[C:2]1[C:12]2[O:11][CH2:10][CH2:9][N:8]([C:13]([O:15][C:16]([CH3:19])([CH3:18])[CH3:17])=[O:14])[CH2:7][C:6]=2[CH:5]=[CH:4][CH:3]=1)=[O:21]. Given the reactants Br[C:2]1[C:12]2[O:11][CH2:10][CH2:9][N:8]([C:13]([O:15][C:16]([CH3:19])([CH3:18])[CH3:17])=[O:14])[CH2:7][C:6]=2[CH:5]=[CH:4][CH:3]=1.[CH:20]([C:22]1[O:23][CH:24]=[CH:25][C:26]=1B1OC(C)(C)C(C)(C)O1)=[O:21].C(=O)([O-])[O-].[Na+].[Na+].O, predict the reaction product.